From a dataset of Full USPTO retrosynthesis dataset with 1.9M reactions from patents (1976-2016). Predict the reactants needed to synthesize the given product. Given the product [C:1]([C:3]1[CH:4]=[C:5]([NH:9][C:10]2[C:19]3[C:14](=[CH:15][C:16]([F:21])=[C:17]([NH:20][C:29](=[O:30])[O:31][C:32]4[CH:37]=[CH:36][CH:35]=[CH:34][CH:33]=4)[CH:18]=3)[N:13]=[CH:12][N:11]=2)[CH:6]=[CH:7][CH:8]=1)#[CH:2], predict the reactants needed to synthesize it. The reactants are: [C:1]([C:3]1[CH:4]=[C:5]([NH:9][C:10]2[C:19]3[C:14](=[CH:15][C:16]([F:21])=[C:17]([NH2:20])[CH:18]=3)[N:13]=[CH:12][N:11]=2)[CH:6]=[CH:7][CH:8]=1)#[CH:2].N1C=CC=CC=1.Cl[C:29]([O:31][C:32]1[CH:37]=[CH:36][CH:35]=[CH:34][CH:33]=1)=[O:30].